From a dataset of Forward reaction prediction with 1.9M reactions from USPTO patents (1976-2016). Predict the product of the given reaction. (1) Given the reactants [NH2:1][C:2]1[CH:7]=[C:6]([CH3:8])[C:5]([C:9]([F:12])([F:11])[F:10])=[CH:4][C:3]=1[NH:13][CH2:14][CH2:15][CH2:16][CH2:17][CH2:18][CH2:19][C:20]([O:22][CH2:23][CH3:24])=[O:21].O.[NH:26]1[C:34](=[O:35])[C:32](=O)[C:30](=O)[NH:29][C:27]1=[O:28].B(O)(O)O, predict the reaction product. The product is: [CH3:8][C:6]1[C:5]([C:9]([F:11])([F:12])[F:10])=[CH:4][C:3]2[N:13]([CH2:14][CH2:15][CH2:16][CH2:17][CH2:18][CH2:19][C:20]([O:22][CH2:23][CH3:24])=[O:21])[C:30]3[C:32]([C:34](=[O:35])[NH:26][C:27](=[O:28])[N:29]=3)=[N:1][C:2]=2[CH:7]=1. (2) Given the reactants [CH2:1]([N:4]([CH2:17][C:18]([O:20]CC)=[O:19])[NH:5][C:6](=[O:16])[NH:7][C@@H:8]([C:10]1[CH:15]=[CH:14][CH:13]=[CH:12][CH:11]=1)[CH3:9])[CH:2]=[CH2:3].O.[OH-].[Li+], predict the reaction product. The product is: [CH2:1]([N:4]([CH2:17][C:18]([OH:20])=[O:19])[NH:5][C:6](=[O:16])[NH:7][C@@H:8]([C:10]1[CH:15]=[CH:14][CH:13]=[CH:12][CH:11]=1)[CH3:9])[CH:2]=[CH2:3]. (3) Given the reactants [Cl:1][C:2]1[CH:7]=[C:6]([Cl:8])[N:5]=[C:4](N)[N:3]=1.C(I)[I:11], predict the reaction product. The product is: [Cl:1][C:2]1[CH:7]=[C:6]([Cl:8])[N:5]=[C:4]([I:11])[N:3]=1.